Regression. Given two drug SMILES strings and cell line genomic features, predict the synergy score measuring deviation from expected non-interaction effect. From a dataset of NCI-60 drug combinations with 297,098 pairs across 59 cell lines. (1) Drug 1: C1=CC(=CC=C1CCCC(=O)O)N(CCCl)CCCl. Drug 2: C1=NC2=C(N=C(N=C2N1C3C(C(C(O3)CO)O)O)F)N. Cell line: HT29. Synergy scores: CSS=8.98, Synergy_ZIP=-5.73, Synergy_Bliss=-1.60, Synergy_Loewe=-6.69, Synergy_HSA=-3.35. (2) Drug 1: CN(C)C1=NC(=NC(=N1)N(C)C)N(C)C. Drug 2: C(CCl)NC(=O)N(CCCl)N=O. Cell line: K-562. Synergy scores: CSS=1.67, Synergy_ZIP=0.424, Synergy_Bliss=-1.12, Synergy_Loewe=-15.0, Synergy_HSA=-5.55.